From a dataset of Reaction yield outcomes from USPTO patents with 853,638 reactions. Predict the reaction yield, written as a fraction of the theoretical maximum amount of product (1.0 means a 100% yield; for example, 0.34 means a 34% yield). The reactants are [CH:1]([NH2:4])([CH3:3])[CH3:2].Cl[P:6](Cl)[C:7]1[CH:12]=[CH:11][CH:10]=[CH:9][CH:8]=1. The catalyst is C(OCC)C. The product is [CH:1]([NH:4][P:6]([NH:4][CH:1]([CH3:3])[CH3:2])[C:7]1[CH:12]=[CH:11][CH:10]=[CH:9][CH:8]=1)([CH3:3])[CH3:2]. The yield is 0.330.